From a dataset of Catalyst prediction with 721,799 reactions and 888 catalyst types from USPTO. Predict which catalyst facilitates the given reaction. Reactant: C([O:9][CH2:10][CH2:11][CH2:12][CH2:13][N:14]1[CH:18]=[C:17]([C:19]([O:21][C:22]([CH3:25])([CH3:24])[CH3:23])=[O:20])[N:16]=[N:15]1)(=O)C1C=CC=CC=1.C([O-])([O-])=O.[K+].[K+]. Product: [OH:9][CH2:10][CH2:11][CH2:12][CH2:13][N:14]1[CH:18]=[C:17]([C:19]([O:21][C:22]([CH3:25])([CH3:24])[CH3:23])=[O:20])[N:16]=[N:15]1. The catalyst class is: 5.